This data is from Catalyst prediction with 721,799 reactions and 888 catalyst types from USPTO. The task is: Predict which catalyst facilitates the given reaction. (1) Reactant: [Br:1][C:2]1[CH:7]=[N:6][C:5]([O:8][CH3:9])=[C:4]2[NH:10][CH:11]=[CH:12][C:3]=12.[H-].[Na+].[CH3:15][C:16]1[CH:21]=[CH:20][C:19]([S:22](Cl)(=[O:24])=[O:23])=[CH:18][CH:17]=1. Product: [Br:1][C:2]1[CH:7]=[N:6][C:5]([O:8][CH3:9])=[C:4]2[N:10]([S:22]([C:19]3[CH:20]=[CH:21][C:16]([CH3:15])=[CH:17][CH:18]=3)(=[O:24])=[O:23])[CH:11]=[CH:12][C:3]=12. The catalyst class is: 7. (2) Reactant: [Br:1][C:2]1[CH:3]=[CH:4][C:5]([O:10][CH2:11]C)=[C:6]([CH:9]=1)C=O.ClC1C=C(C=CC=1)C(OO)=[O:18]. Product: [Br:1][C:2]1[CH:3]=[CH:4][C:5]([O:10][CH3:11])=[C:6]([OH:18])[CH:9]=1. The catalyst class is: 2. (3) Reactant: Cl[C:2]1[C:7]([N+:8]([O-:10])=[O:9])=[CH:6][C:5]([N+:11]([O-:13])=[O:12])=[CH:4][N:3]=1.[NH:14]1[CH2:19][CH2:18][CH2:17][CH2:16][CH:15]1[CH2:20][CH2:21][OH:22]. Product: [N+:8]([C:7]1[C:2]([N:14]2[CH2:19][CH2:18][CH2:17][CH2:16][CH:15]2[CH2:20][CH2:21][OH:22])=[N:3][CH:4]=[C:5]([N+:11]([O-:13])=[O:12])[CH:6]=1)([O-:10])=[O:9]. The catalyst class is: 1. (4) Reactant: [CH2:1]([NH2:8])[C:2]1[CH:7]=[CH:6][CH:5]=[CH:4][CH:3]=1.C(N(CC)CC)C.[C:16](Cl)(=[O:19])[CH:17]=[CH2:18]. Product: [CH2:1]([NH:8][C:16](=[O:19])[CH:17]=[CH2:18])[C:2]1[CH:7]=[CH:6][CH:5]=[CH:4][CH:3]=1. The catalyst class is: 7. (5) Reactant: [Cl:1][C:2]1[CH:3]=[CH:4][C:5](F)=[C:6]([CH:9]=1)[C:7]#[N:8].C([O-])([O-])=O.[K+].[K+].[CH3:17][N:18]1[CH2:23][CH2:22][NH:21][CH2:20][CH2:19]1. Product: [Cl:1][C:2]1[CH:3]=[CH:4][C:5]([N:21]2[CH2:22][CH2:23][N:18]([CH3:17])[CH2:19][CH2:20]2)=[C:6]([CH:9]=1)[C:7]#[N:8]. The catalyst class is: 16. (6) Product: [C:22]([NH:26][S:27]([C:30]1[CH:38]=[C:34]([C:35]([N:1]2[CH2:2][CH2:3][C:4]([CH2:5][CH2:6][O:7][Si:8]([C:11]([CH3:12])([CH3:13])[CH3:14])([CH3:9])[CH3:10])([C:16]3[CH:17]=[CH:18][CH:19]=[CH:20][CH:21]=3)[O:15][CH2:41]2)=[O:36])[C:33]([Cl:39])=[CH:32][C:31]=1[F:40])(=[O:29])=[O:28])([CH3:25])([CH3:24])[CH3:23]. The catalyst class is: 100. Reactant: [NH2:1][CH2:2][CH2:3][C:4]([C:16]1[CH:21]=[CH:20][CH:19]=[CH:18][CH:17]=1)([OH:15])[CH2:5][CH2:6][O:7][Si:8]([C:11]([CH3:14])([CH3:13])[CH3:12])([CH3:10])[CH3:9].[C:22]([NH:26][S:27]([C:30]1[C:31]([F:40])=[CH:32][C:33]([Cl:39])=[C:34]([CH:38]=1)[C:35](O)=[O:36])(=[O:29])=[O:28])([CH3:25])([CH3:24])[CH3:23].[CH:41](N(C(C)C)CC)(C)C.CN(C(ON1N=NC2C=CC=NC1=2)=[N+](C)C)C.F[P-](F)(F)(F)(F)F.C([O-])(O)=O.[Na+]. (7) Reactant: C(=O)([O-])[O-].[Cs+].[Cs+].[F:7][C:8]1[CH:9]=[C:10]([CH:14]=[C:15]([N+:17]([O-:19])=[O:18])[CH:16]=1)[C:11]([OH:13])=[O:12].[CH2:20](Br)[C:21]1[CH:26]=[CH:25][CH:24]=[CH:23][CH:22]=1. Product: [F:7][C:8]1[CH:9]=[C:10]([CH:14]=[C:15]([N+:17]([O-:19])=[O:18])[CH:16]=1)[C:11]([O:13][CH2:20][C:21]1[CH:26]=[CH:25][CH:24]=[CH:23][CH:22]=1)=[O:12]. The catalyst class is: 3.